Dataset: Full USPTO retrosynthesis dataset with 1.9M reactions from patents (1976-2016). Task: Predict the reactants needed to synthesize the given product. (1) Given the product [CH:25]([N:24]([CH:28]([CH3:30])[CH3:29])[CH2:23][CH3:22])([CH3:27])[CH3:26].[CH2:1]([O:3][C:4]([C:6]1([NH:11][C:12]([CH:14]2[CH2:19][CH:18]([OH:17])[CH2:20][CH:15]2[C:16]([OH:21])=[O:31])=[O:13])[CH2:8][CH:7]1[CH:9]=[CH2:10])=[O:5])[CH3:2], predict the reactants needed to synthesize it. The reactants are: [CH2:1]([O:3][C:4]([C:6]1([NH:11][C:12]([CH:14]2[CH2:19][CH:18]3[CH2:20][CH:15]2[C:16](=[O:21])[O:17]3)=[O:13])[CH2:8][CH:7]1[CH:9]=[CH2:10])=[O:5])[CH3:2].[CH3:22][CH2:23][N:24]([CH:28]([CH3:30])[CH3:29])[CH:25]([CH3:27])[CH3:26].[OH2:31]. (2) Given the product [O:8]1[CH:12]=[CH:11][C:10]([C:13]([N:15]([C:17]([C:19]2[O:20][CH:21]=[C:22]([C:32]3[CH:37]=[CH:36][C:35]([OH:38])=[CH:34][CH:33]=3)[C:23]=2[C:24]2[CH:25]=[CH:26][C:27]([OH:30])=[CH:28][CH:29]=2)=[O:18])[NH2:16])=[O:14])=[CH:9]1, predict the reactants needed to synthesize it. The reactants are: B(Br)(Br)Br.ClCCl.[O:8]1[CH:12]=[CH:11][C:10]([C:13]([N:15]([C:17]([C:19]2[O:20][CH:21]=[C:22]([C:32]3[CH:37]=[CH:36][C:35]([O:38]C)=[CH:34][CH:33]=3)[C:23]=2[C:24]2[CH:29]=[CH:28][C:27]([O:30]C)=[CH:26][CH:25]=2)=[O:18])[NH2:16])=[O:14])=[CH:9]1. (3) The reactants are: [CH3:1][N:2]([CH2:10][CH2:11][N:12]1[CH:16]=[N:15][CH:14]=[N:13]1)C(OC(C)(C)C)=O.FC(F)(F)C(O)=O. Given the product [CH3:1][NH:2][CH2:10][CH2:11][N:12]1[CH:16]=[N:15][CH:14]=[N:13]1, predict the reactants needed to synthesize it. (4) Given the product [N:47]1[CH:48]=[CH:49][N:50]2[CH2:55][CH2:54][N:53]([C:4]([C:3]3[CH:7]=[C:8]([CH2:11][C:12]4[C:21]5[C:16](=[CH:17][CH:18]=[CH:19][CH:20]=5)[C:15](=[O:22])[NH:14][N:13]=4)[CH:9]=[CH:10][C:2]=3[F:1])=[O:6])[CH2:52][C:51]=12, predict the reactants needed to synthesize it. The reactants are: [F:1][C:2]1[CH:10]=[CH:9][C:8]([CH2:11][C:12]2[C:21]3[C:16](=[CH:17][CH:18]=[CH:19][CH:20]=3)[C:15](=[O:22])[NH:14][N:13]=2)=[CH:7][C:3]=1[C:4]([OH:6])=O.F[P-](F)(F)(F)(F)F.N1(OC(N(C)C)=[N+](C)C)C2C=CC=CC=2N=N1.[N:47]1[CH:48]=[CH:49][N:50]2[CH2:55][CH2:54][NH:53][CH2:52][C:51]=12.C(N(CC)C(C)C)(C)C. (5) The reactants are: [O:1]1[C:5]2=[CH:6][N:7]=[C:8]([CH2:10][OH:11])[CH:9]=[C:4]2[CH2:3][CH2:2]1. Given the product [O:1]1[C:5]2=[CH:6][N:7]=[C:8]([CH:10]=[O:11])[CH:9]=[C:4]2[CH2:3][CH2:2]1, predict the reactants needed to synthesize it. (6) The reactants are: C(O[N:6]1[CH2:11][CH2:10][N:9]([C:12]2[CH:13]=[CH:14][C:15]([OH:20])=[C:16]([CH:19]=2)[CH:17]=[O:18])[CH2:8][CH2:7]1)(C)(C)C.[C:21](=[O:24])([O-:23])[O-].[K+].[K+].Br[CH2:28][C:29]([O:31][CH2:32][CH3:33])=[O:30].O. Given the product [C:16]([O:23][C:21]([N:6]1[CH2:7][CH2:8][N:9]([C:12]2[CH:13]=[CH:14][C:15]([O:20][CH2:28][C:29]([O:31][CH2:32][CH3:33])=[O:30])=[C:16]([CH:17]=[O:18])[CH:19]=2)[CH2:10][CH2:11]1)=[O:24])([CH3:19])([CH3:17])[CH3:15], predict the reactants needed to synthesize it.